From a dataset of Reaction yield outcomes from USPTO patents with 853,638 reactions. Predict the reaction yield, written as a fraction of the theoretical maximum amount of product (1.0 means a 100% yield; for example, 0.34 means a 34% yield). (1) The reactants are [CH3:1][O:2][C:3]1[C:4](=[O:29])[C:5]([CH3:28])=[C:6]([CH2:12][C:13]2[CH:14]=[CH:15][C:16]([C:22]3[CH:27]=[CH:26][CH:25]=[CH:24][CH:23]=3)=[C:17]([CH:21]=2)[C:18](O)=[O:19])[C:7](=[O:11])[C:8]=1[O:9][CH3:10].[NH:30]1[CH2:35][CH2:34][O:33][CH2:32][CH2:31]1.CCN=C=NCCCN(C)C.Cl. The catalyst is CN(C)C1C=CN=CC=1.C(Cl)Cl. The product is [CH3:1][O:2][C:3]1[C:4](=[O:29])[C:5]([CH3:28])=[C:6]([CH2:12][C:13]2[CH:14]=[CH:15][C:16]([C:22]3[CH:27]=[CH:26][CH:25]=[CH:24][CH:23]=3)=[C:17]([CH:21]=2)[C:18]([N:30]2[CH2:35][CH2:34][O:33][CH2:32][CH2:31]2)=[O:19])[C:7](=[O:11])[C:8]=1[O:9][CH3:10]. The yield is 0.280. (2) The reactants are [C:1]1([C:7]([C:9]2[CH:14]=[C:13]([CH3:15])[CH:12]=[CH:11][C:10]=2[NH2:16])=O)[CH:6]=[CH:5][CH:4]=[CH:3][CH:2]=1.[N:17]([O-])=O.[Na+].Cl[Sn]Cl. The catalyst is Cl.O. The product is [CH3:15][C:13]1[CH:14]=[C:9]2[C:10](=[CH:11][CH:12]=1)[NH:16][N:17]=[C:7]2[C:1]1[CH:6]=[CH:5][CH:4]=[CH:3][CH:2]=1. The yield is 0.800. (3) The reactants are [OH:1][C@@H:2]1[CH2:6][CH2:5][NH:4][CH2:3]1.C(N(CC)CC)C.Cl[C:15]([O:17][CH2:18][C:19]1[CH:24]=[CH:23][CH:22]=[CH:21][CH:20]=1)=[O:16]. The catalyst is C(Cl)Cl. The product is [OH:1][C@@H:2]1[CH2:6][CH2:5][N:4]([C:15]([O:17][CH2:18][C:19]2[CH:24]=[CH:23][CH:22]=[CH:21][CH:20]=2)=[O:16])[CH2:3]1. The yield is 0.620. (4) The reactants are [Br-].[CH2:2]([O:4][C:5](=[O:31])[CH2:6][CH2:7][CH2:8][CH2:9][CH2:10][CH2:11][P+](C1C=CC=CC=1)(C1C=CC=CC=1)C1C=CC=CC=1)[CH3:3].CC(C)([O-])C.[K+].[C:38]1([C:44]2[CH:51]=[CH:50][C:47]([CH:48]=O)=[CH:46][CH:45]=2)[CH:43]=[CH:42][CH:41]=[CH:40][CH:39]=1.C(OCC)(=O)C. The catalyst is C1COCC1.O. The product is [C:44]1([C:38]2[CH:43]=[CH:42][CH:41]=[CH:40][CH:39]=2)[CH:51]=[CH:50][C:47](/[CH:48]=[CH:11]/[CH2:10][CH2:9][CH2:8][CH2:7][CH2:6][C:5]([O:4][CH2:2][CH3:3])=[O:31])=[CH:46][CH:45]=1. The yield is 0.760. (5) The reactants are [CH3:1][O:2][C:3]1[CH:4]=[C:5]([CH2:9][C:10]([C:12]2[CH:17]=[CH:16][CH:15]=[CH:14][CH:13]=2)=O)[CH:6]=[CH:7][CH:8]=1.[CH2:18]([O:20][C:21]1[CH:22]=[C:23]([CH:26]=[C:27]([N+:30]([O-:32])=[O:31])[C:28]=1[OH:29])[CH:24]=O)[CH3:19].[NH2:33][C:34]([NH2:36])=[O:35].Cl. The catalyst is C(O)C. The product is [CH2:18]([O:20][C:21]1[CH:22]=[C:23]([CH:24]2[C:9]([C:5]3[CH:6]=[CH:7][CH:8]=[C:3]([O:2][CH3:1])[CH:4]=3)=[C:10]([C:12]3[CH:17]=[CH:16][CH:15]=[CH:14][CH:13]=3)[NH:36][C:34](=[O:35])[NH:33]2)[CH:26]=[C:27]([N+:30]([O-:32])=[O:31])[C:28]=1[OH:29])[CH3:19]. The yield is 0.0250. (6) The reactants are [NH2:1][CH2:2][CH2:3][NH:4][CH2:5][CH2:6][NH2:7].I[CH2:9][CH2:10][O:11][CH2:12][CH2:13][O:14][CH:15](O)[CH3:16].C[OH:19].[NH4+].[OH-]. No catalyst specified. The product is [CH2:9]([OH:19])[CH2:10][O:11][CH2:12][CH2:13][O:14][CH2:15][CH2:16][NH:1][CH2:2][CH2:3][NH:4][CH2:5][CH2:6][NH2:7]. The yield is 0.330. (7) The reactants are Br[C:2]1[N:7]=[C:6]2[N:8]([CH3:23])[C:9]3[CH2:14][CH:13]([CH3:15])[N:12]([C:16]([O:18][C:19]([CH3:22])([CH3:21])[CH3:20])=[O:17])[CH2:11][C:10]=3[C:5]2=[CH:4][CH:3]=1.[F:24][C:25]1[CH:26]=[CH:27][C:28]([CH2:31][O:32][C:33]2[CH:38]=[CH:37][NH:36][C:35](=[O:39])[CH:34]=2)=[N:29][CH:30]=1. No catalyst specified. The product is [CH3:15][CH:13]1[N:12]([C:16]([O:18][C:19]([CH3:22])([CH3:21])[CH3:20])=[O:17])[CH2:11][C:10]2[C:5]3[C:6]([N:8]([CH3:23])[C:9]=2[CH2:14]1)=[N:7][C:2]([N:36]1[CH:37]=[CH:38][C:33]([O:32][CH2:31][C:28]2[CH:27]=[CH:26][C:25]([F:24])=[CH:30][N:29]=2)=[CH:34][C:35]1=[O:39])=[CH:3][CH:4]=3. The yield is 0.730. (8) The reactants are C(O[BH-](OC(=O)C)OC(=O)C)(=O)C.[Na+].[NH2:15][C:16]1[CH:25]=[CH:24][C:19]([C:20]([O:22][CH3:23])=[O:21])=[CH:18][C:17]=1[Cl:26].[C:27]1(=O)[CH2:30][CH2:29][CH2:28]1.C(O)(=O)C. The catalyst is C(Cl)Cl. The product is [Cl:26][C:17]1[CH:18]=[C:19]([CH:24]=[CH:25][C:16]=1[NH:15][CH:27]1[CH2:30][CH2:29][CH2:28]1)[C:20]([O:22][CH3:23])=[O:21]. The yield is 0.500. (9) The reactants are [CH3:1][O:2][C:3]1[CH:8]=[CH:7][C:6]([O:9][CH2:10][O:11][CH3:12])=[CH:5][N:4]=1.[Li]C.[CH:15](N1CCCCC1)=[O:16]. The catalyst is C1COCC1.C(NC(C)C)(C)C. The product is [CH3:1][O:2][C:3]1[CH:8]=[C:7]([C:6]([O:9][CH2:10][O:11][CH3:12])=[CH:5][N:4]=1)[CH:15]=[O:16]. The yield is 0.420.